From a dataset of Reaction yield outcomes from USPTO patents with 853,638 reactions. Predict the reaction yield, written as a fraction of the theoretical maximum amount of product (1.0 means a 100% yield; for example, 0.34 means a 34% yield). (1) The reactants are Cl.[Cl:2][C:3]1[CH:8]=[CH:7][C:6]([CH2:9][CH2:10][C:11](=O)[CH2:12][N:13]2[CH:17]=[CH:16][N:15]=[CH:14]2)=[CH:5][CH:4]=1.[CH2:19]([SH:22])[CH2:20][SH:21]. No catalyst specified. The product is [ClH:2].[Cl:2][C:3]1[CH:8]=[CH:7][C:6]([CH2:9][CH2:10][C:11]2([CH2:12][N:13]3[CH:17]=[CH:16][N:15]=[CH:14]3)[S:22][CH2:19][CH2:20][S:21]2)=[CH:5][CH:4]=1. The yield is 0.320. (2) The reactants are [C:1]([O:5][C:6]([N:8]([C@H:16]1[CH2:24][O:23][CH2:22][C@H:21]([CH2:25][C:26]2[C:35]3[C:30](=[CH:31][CH:32]=[CH:33][CH:34]=3)[CH:29]=[CH:28][CH:27]=2)[C@@H:20]([O:36][Si](C(C)C)(C(C)C)C(C)C)[C@H:19]([CH3:47])[O:18][C:17]1=[O:48])[C:9](=[O:15])[O:10][C:11]([CH3:14])([CH3:13])[CH3:12])=[O:7])([CH3:4])([CH3:3])[CH3:2].CCCC[N+](CCCC)(CCCC)CCCC.[F-]. The catalyst is C1COCC1.[Na+].[Cl-]. The product is [C:11]([O:10][C:9]([N:8]([C@H:16]1[CH2:24][O:23][CH2:22][C@H:21]([CH2:25][C:26]2[C:35]3[C:30](=[CH:31][CH:32]=[CH:33][CH:34]=3)[CH:29]=[CH:28][CH:27]=2)[C@@H:20]([OH:36])[C@H:19]([CH3:47])[O:18][C:17]1=[O:48])[C:6](=[O:7])[O:5][C:1]([CH3:3])([CH3:4])[CH3:2])=[O:15])([CH3:12])([CH3:13])[CH3:14]. The yield is 0.720.